This data is from Forward reaction prediction with 1.9M reactions from USPTO patents (1976-2016). The task is: Predict the product of the given reaction. (1) Given the reactants [NH2:1][C:2]1[C:3]2[C:10]([C:11]3[CH:16]=[CH:15][CH:14]=[C:13]([O:17][CH2:18][C:19]4[CH:24]=[CH:23][CH:22]=[CH:21][CH:20]=4)[CH:12]=3)=[CH:9][N:8]([C@@H:25]3[CH2:30][CH2:29][C@H:28]([OH:31])[CH2:27][CH2:26]3)[C:4]=2[N:5]=[CH:6][N:7]=1.[Br:32]N1C(=O)CCC1=O, predict the reaction product. The product is: [NH2:1][C:2]1[C:3]2[C:10]([C:11]3[CH:16]=[CH:15][CH:14]=[C:13]([O:17][CH2:18][C:19]4[CH:24]=[CH:23][CH:22]=[CH:21][CH:20]=4)[CH:12]=3)=[C:9]([Br:32])[N:8]([C@@H:25]3[CH2:30][CH2:29][C@H:28]([OH:31])[CH2:27][CH2:26]3)[C:4]=2[N:5]=[CH:6][N:7]=1. (2) Given the reactants Cl.Cl.[NH2:3][CH2:4][CH2:5][O:6][C:7]1[CH:8]=[CH:9][CH:10]=[C:11]2[C:16]=1[N:15]=[C:14]([CH3:17])[CH:13]=[C:12]2[NH:18][CH2:19][C:20]1[CH:25]=[CH:24][C:23]([Cl:26])=[C:22]([Cl:27])[CH:21]=1.[F:28][C:29]([F:35])([F:34])[S:30](Cl)(=[O:32])=[O:31], predict the reaction product. The product is: [Cl:27][C:22]1[CH:21]=[C:20]([CH:25]=[CH:24][C:23]=1[Cl:26])[CH2:19][NH:18][C:12]1[C:11]2[C:16](=[C:7]([O:6][CH2:5][CH2:4][NH:3][S:30]([C:29]([F:35])([F:34])[F:28])(=[O:32])=[O:31])[CH:8]=[CH:9][CH:10]=2)[N:15]=[C:14]([CH3:17])[CH:13]=1.